Dataset: Peptide-MHC class I binding affinity with 185,985 pairs from IEDB/IMGT. Task: Regression. Given a peptide amino acid sequence and an MHC pseudo amino acid sequence, predict their binding affinity value. This is MHC class I binding data. (1) The peptide sequence is ASNENEEKI. The MHC is H-2-Db with pseudo-sequence H-2-Db. The binding affinity (normalized) is 0.607. (2) The peptide sequence is TRDHVNLVL. The MHC is HLA-A80:01 with pseudo-sequence HLA-A80:01. The binding affinity (normalized) is 0.0847. (3) The peptide sequence is YPTNDIPSLF. The MHC is HLA-B51:01 with pseudo-sequence HLA-B51:01. The binding affinity (normalized) is 0.227. (4) The peptide sequence is TQYESGSM. The MHC is H-2-Kb with pseudo-sequence H-2-Kb. The binding affinity (normalized) is 0.0735. (5) The peptide sequence is TYKKKNNHI. The MHC is HLA-A24:02 with pseudo-sequence HLA-A24:02. The binding affinity (normalized) is 0.686.